From a dataset of Peptide-MHC class II binding affinity with 134,281 pairs from IEDB. Regression. Given a peptide amino acid sequence and an MHC pseudo amino acid sequence, predict their binding affinity value. This is MHC class II binding data. (1) The peptide sequence is RNEFPLLTTKRVFWR. The MHC is DRB4_0101 with pseudo-sequence DRB4_0103. The binding affinity (normalized) is 0.694. (2) The peptide sequence is AALPAVGAAAGAPAA. The MHC is HLA-DQA10301-DQB10302 with pseudo-sequence HLA-DQA10301-DQB10302. The binding affinity (normalized) is 0.174. (3) The MHC is HLA-DQA10101-DQB10501 with pseudo-sequence HLA-DQA10101-DQB10501. The binding affinity (normalized) is 0.433. The peptide sequence is EKKYFATTQFEPLAA. (4) The peptide sequence is EVITKLGERKILRPRWI. The binding affinity (normalized) is 0. The MHC is DRB1_0405 with pseudo-sequence DRB1_0405.